This data is from Forward reaction prediction with 1.9M reactions from USPTO patents (1976-2016). The task is: Predict the product of the given reaction. (1) Given the reactants [C:1](Cl)(=[O:3])[CH3:2].[CH:5]([NH:8][CH2:9][CH2:10][CH2:11][O:12][C:13]1[CH:18]=[CH:17][C:16]([C:19]2[N:24]=[C:23]([C:25]#[N:26])[C:22]3[N:27]=[CH:28][NH:29][C:21]=3[CH:20]=2)=[CH:15][C:14]=1[C:30]([F:33])([F:32])[F:31])([CH3:7])[CH3:6].[CH:34](N(C(C)C)CC)(C)C, predict the reaction product. The product is: [C:1]([N:8]([CH2:9][CH2:10][CH2:11][O:12][C:13]1[CH:18]=[CH:17][C:16]([C:19]2[N:24]=[C:23]([C:25]#[N:26])[C:22]3[N:27]=[CH:28][N:29]([CH3:34])[C:21]=3[CH:20]=2)=[CH:15][C:14]=1[C:30]([F:31])([F:32])[F:33])[CH:5]([CH3:7])[CH3:6])(=[O:3])[CH3:2]. (2) Given the reactants [Cl:1][C:2]1[CH:10]=[C:9]([C:11]([NH:13][C@@H:14]([C:16]2[C:25]3[C:20](=[CH:21][CH:22]=[CH:23][CH:24]=3)[CH:19]=[CH:18][CH:17]=2)[CH3:15])=[O:12])[CH:8]=[C:7]([Cl:26])[C:3]=1[C:4](O)=[O:5].Cl.[CH3:28][O:29][C:30](=[O:42])[C@H:31]([CH2:33][NH:34][C:35]([C:37]1[S:38][CH:39]=[CH:40][CH:41]=1)=[O:36])[NH2:32].CN(C(ON1N=NC2C=CC=CC1=2)=[N+](C)C)C.F[P-](F)(F)(F)(F)F.C1C=CC2N(O)N=NC=2C=1.C(N(C(C)C)CC)(C)C, predict the reaction product. The product is: [Cl:1][C:2]1[CH:10]=[C:9]([C:11]([NH:13][C@@H:14]([C:16]2[C:25]3[C:20](=[CH:21][CH:22]=[CH:23][CH:24]=3)[CH:19]=[CH:18][CH:17]=2)[CH3:15])=[O:12])[CH:8]=[C:7]([Cl:26])[C:3]=1[C:4]([NH:32][C@H:31]([C:30]([O:29][CH3:28])=[O:42])[CH2:33][NH:34][C:35]([C:37]1[S:38][CH:39]=[CH:40][CH:41]=1)=[O:36])=[O:5]. (3) Given the reactants [F:1][C:2]([F:31])([F:30])[C:3]1[CH:4]=[C:5]([NH:9][C:10](=[O:29])[NH:11][C:12]2[CH:17]=[CH:16][C:15]([C:18]3[S:22][C:21]([CH2:23][CH2:24]C(OC)=O)=[N:20][CH:19]=3)=[CH:14][CH:13]=2)[CH:6]=[CH:7][CH:8]=1.NC1C=CC(C2SC(CC[CH2:46][C:47]([O:49][CH3:50])=[O:48])=NC=2)=CC=1.N(C1C=CC=C(C(F)(F)F)C=1)=C=O, predict the reaction product. The product is: [F:30][C:2]([F:1])([F:31])[C:3]1[CH:4]=[C:5]([NH:9][C:10](=[O:29])[NH:11][C:12]2[CH:13]=[CH:14][C:15]([C:18]3[S:22][C:21]([CH2:23][CH2:24][CH2:46][C:47]([O:49][CH3:50])=[O:48])=[N:20][CH:19]=3)=[CH:16][CH:17]=2)[CH:6]=[CH:7][CH:8]=1. (4) The product is: [Cl:1][C:2]1[CH:9]=[CH:8][C:5]([CH:6]=[O:7])=[C:4]([N:18]2[CH2:17][C:13]3[C:12](=[N:11][CH:16]=[CH:15][CH:14]=3)[CH2:19]2)[CH:3]=1. Given the reactants [Cl:1][C:2]1[CH:9]=[CH:8][C:5]([CH:6]=[O:7])=[C:4](F)[CH:3]=1.[N:11]1[CH:16]=[CH:15][CH:14]=[C:13]2[CH2:17][NH:18][CH2:19][C:12]=12.C(=O)([O-])[O-].[K+].[K+].CS(C)=O, predict the reaction product. (5) The product is: [CH:48]1([C:52]2[O:51][N:7]=[C:21]([C:23]3[CH:24]=[CH:25][C:26]4[N:27]([C:29]([CH2:32][NH2:33])=[N:30][N:31]=4)[N:28]=3)[CH:22]=2)[CH2:49][CH2:50]1. Given the reactants C(C1C=CC2[N:7](C(CNC(=O)OC(C)(C)C)=NN=2)N=1)=O.[CH:21]([C:23]1[CH:24]=[CH:25][C:26]2[N:27]([C:29]([CH2:32][NH:33]C(=O)OC(C)(C)C)=[N:30][N:31]=2)[N:28]=1)=[CH2:22].O.I([O-])(=O)(=O)=O.[Na+].[CH2:48]1[CH2:52][O:51][CH2:50][CH2:49]1, predict the reaction product.